This data is from Peptide-MHC class II binding affinity with 134,281 pairs from IEDB. The task is: Regression. Given a peptide amino acid sequence and an MHC pseudo amino acid sequence, predict their binding affinity value. This is MHC class II binding data. The peptide sequence is TGLRNIPSIQSRGLFGAIA. The MHC is DRB1_0401 with pseudo-sequence DRB1_0401. The binding affinity (normalized) is 0.307.